Dataset: Reaction yield outcomes from USPTO patents with 853,638 reactions. Task: Predict the reaction yield, written as a fraction of the theoretical maximum amount of product (1.0 means a 100% yield; for example, 0.34 means a 34% yield). (1) The reactants are [NH:1]1[C:5](=[O:6])[CH2:4][CH2:3][C@H:2]1[C:7]([OH:9])=[O:8].Cl(O)(=O)(=O)=O.C([O-])(O)=O.[Na+].C(O[C:24]([CH3:27])([CH3:26])[CH3:25])(=O)C. No catalyst specified. The product is [C:24]([O:8][C:7]([C@@H:2]1[CH2:3][CH2:4][C:5](=[O:6])[NH:1]1)=[O:9])([CH3:27])([CH3:26])[CH3:25]. The yield is 0.580. (2) The yield is 0.890. The product is [Cl:29][C:21]1[N:22]=[CH:23][C:24]2[C:25](=[O:27])[O:26][CH:9]([C:4]3[CH:5]=[CH:6][CH:7]=[CH:2][CH:10]=3)[C:28]=2[C:20]=1[Cl:19]. The reactants are C[C:2]1([CH3:10])[CH2:7][CH2:6][CH2:5][C:4]([CH3:9])(C)N1.C(=O)=O.[Li]CCCC.[Cl:19][C:20]1[C:21]([Cl:29])=[N:22][CH:23]=[C:24]([CH:28]=1)[C:25]([OH:27])=[O:26].C(=O)C1C=CC=CC=1. The catalyst is C1COCC1. (3) The reactants are [F:1][CH:2]([F:28])[C:3]1[N:8]=[CH:7][C:6]([CH2:9][O:10][C:11]2[CH:25]=[CH:24][C:14]([CH2:15][NH:16]C(=O)OC(C)(C)C)=[CH:13][C:12]=2[O:26][CH3:27])=[CH:5][CH:4]=1.FC(F)(F)C(O)=O. The catalyst is ClCCl. The product is [F:28][CH:2]([F:1])[C:3]1[N:8]=[CH:7][C:6]([CH2:9][O:10][C:11]2[CH:25]=[CH:24][C:14]([CH2:15][NH2:16])=[CH:13][C:12]=2[O:26][CH3:27])=[CH:5][CH:4]=1. The yield is 0.830. (4) The yield is 0.700. The product is [Cl:1][C:2]1[CH:7]=[CH:6][CH:5]=[CH:4][C:3]=1[CH2:8][C:9](=[CH2:25])[C:10]([O:12][CH2:13][CH3:14])=[O:11]. The reactants are [Cl:1][C:2]1[CH:7]=[CH:6][CH:5]=[CH:4][C:3]=1[CH2:8][CH:9](P(OCC)(OCC)=O)[C:10]([O:12][CH2:13][CH3:14])=[O:11].C=O.[C:25](=O)([O-])[O-].[K+].[K+]. The catalyst is O. (5) The reactants are [Br-].[F:2][C:3]1[CH:4]=[C:5]([CH2:10][CH2:11][P+](C2C=CC=CC=2)(C2C=CC=CC=2)C2C=CC=CC=2)[CH:6]=[CH:7][C:8]=1[F:9].CC(C)([O-])C.[K+].[CH2:37]([C@H:42]1[CH2:47][CH2:46][C@H:45]([CH:48]2[CH2:53][CH2:52][C:51](=O)[CH2:50][CH2:49]2)[CH2:44][CH2:43]1)[CH2:38][CH2:39][CH2:40][CH3:41].O. The catalyst is C1COCC1.C1(C)C=CC=CC=1. The product is [F:2][C:3]1[CH:4]=[C:5]([CH2:10][CH:11]=[C:51]2[CH2:52][CH2:53][CH:48]([C@H:45]3[CH2:44][CH2:43][C@H:42]([CH2:37][CH2:38][CH2:39][CH2:40][CH3:41])[CH2:47][CH2:46]3)[CH2:49][CH2:50]2)[CH:6]=[CH:7][C:8]=1[F:9]. The yield is 0.520. (6) The reactants are [CH:1]1([CH:7]([NH:18][C:19]2[CH:24]=[CH:23][C:22]([C:25]([NH:27][CH2:28][CH2:29][C:30]([O:32]CC)=[O:31])=[O:26])=[CH:21][CH:20]=2)[C:8]2[S:16][C:15]3[CH:14]=[CH:13][N:12]=[CH:11][C:10]=3[C:9]=2[CH3:17])[CH2:6][CH2:5][CH2:4][CH2:3][CH2:2]1.O1CCCC1.[OH-].[Na+]. The catalyst is C(O)C. The product is [CH:1]1([CH:7]([NH:18][C:19]2[CH:20]=[CH:21][C:22]([C:25]([NH:27][CH2:28][CH2:29][C:30]([OH:32])=[O:31])=[O:26])=[CH:23][CH:24]=2)[C:8]2[S:16][C:15]3[CH:14]=[CH:13][N:12]=[CH:11][C:10]=3[C:9]=2[CH3:17])[CH2:6][CH2:5][CH2:4][CH2:3][CH2:2]1. The yield is 0.930. (7) The reactants are [F-].C([N+](CCCC)(CCCC)CCCC)CCC.[CH3:19][O:20][C:21]1[N:26]=[C:25]([C:27]2[CH:34]=[CH:33][C:30]([CH:31]=[O:32])=[CH:29][CH:28]=2)[CH:24]=[CH:23][CH:22]=1.[F:35][C:36]([Si](C)(C)C)([F:38])[F:37].Cl. The catalyst is C1COCC1. The product is [CH3:19][O:20][C:21]1[N:26]=[C:25]([C:27]2[CH:34]=[CH:33][C:30]([CH:31]([OH:32])[C:36]([F:38])([F:37])[F:35])=[CH:29][CH:28]=2)[CH:24]=[CH:23][CH:22]=1. The yield is 0.900.